Dataset: Reaction yield outcomes from USPTO patents with 853,638 reactions. Task: Predict the reaction yield, written as a fraction of the theoretical maximum amount of product (1.0 means a 100% yield; for example, 0.34 means a 34% yield). (1) The reactants are O.[ClH:2].[OH:3][C:4]([C:34]1[CH:39]=[CH:38][CH:37]=[CH:36][CH:35]=1)([C:28]1[CH:33]=[CH:32][CH:31]=[CH:30][CH:29]=1)[CH:5]1[CH2:10][CH2:9][N:8]([CH2:11][CH2:12][CH2:13][CH:14]([C:16]2[CH:21]=[CH:20][C:19]([C:22]([CH3:27])([CH3:26])[C:23]([OH:25])=[O:24])=[CH:18][CH:17]=2)[OH:15])[CH2:7][CH2:6]1. The catalyst is CC(CC)=O. The product is [ClH:2].[OH:3][C:4]([C:34]1[CH:35]=[CH:36][CH:37]=[CH:38][CH:39]=1)([C:28]1[CH:29]=[CH:30][CH:31]=[CH:32][CH:33]=1)[CH:5]1[CH2:10][CH2:9][N:8]([CH2:11][CH2:12][CH2:13][CH:14]([C:16]2[CH:21]=[CH:20][C:19]([C:22]([CH3:27])([CH3:26])[C:23]([OH:25])=[O:24])=[CH:18][CH:17]=2)[OH:15])[CH2:7][CH2:6]1. The yield is 0.970. (2) The reactants are [Cl:1][C:2]1[CH:7]=[CH:6][C:5]([NH:8][C:9]([NH:11][C:12]2[CH:28]=[CH:27][C:15]([O:16][C:17]3[CH:22]=[CH:21][N:20]=[C:19]([C:23]([NH:25][CH3:26])=[O:24])[CH:18]=3)=[CH:14][CH:13]=2)=[O:10])=[CH:4][C:3]=1[C:29]([F:32])([F:31])[F:30].O.[C:34]1([CH3:44])[CH:39]=[CH:38][C:37]([S:40]([OH:43])(=[O:42])=[O:41])=[CH:36][CH:35]=1. The catalyst is C(OCC)(=O)C.O. The product is [CH3:44][C:34]1[CH:39]=[CH:38][C:37]([S:40]([OH:43])(=[O:42])=[O:41])=[CH:36][CH:35]=1.[CH3:26][NH:25][C:23]([C:19]1[CH:18]=[C:17]([O:16][C:15]2[CH:14]=[CH:13][C:12]([NH:11][C:9]([NH:8][C:5]3[CH:6]=[CH:7][C:2]([Cl:1])=[C:3]([C:29]([F:32])([F:30])[F:31])[CH:4]=3)=[O:10])=[CH:28][CH:27]=2)[CH:22]=[CH:21][N:20]=1)=[O:24]. The yield is 0.960.